Dataset: Forward reaction prediction with 1.9M reactions from USPTO patents (1976-2016). Task: Predict the product of the given reaction. (1) Given the reactants [Cl:1]C(OC(Cl)C)=O.[C:8]([N:11]1[CH2:16][CH2:15][CH:14]([O:17][C:18]2[CH:23]=[CH:22][C:21]([C@@H:24]3[O:29][CH2:28][CH2:27][N:26](CC4C=CC=CC=4)[CH2:25]3)=[CH:20][CH:19]=2)[CH2:13][CH2:12]1)(=[O:10])[CH3:9], predict the reaction product. The product is: [ClH:1].[C:8]([N:11]1[CH2:12][CH2:13][CH:14]([O:17][C:18]2[CH:19]=[CH:20][C:21]([C@@H:24]3[O:29][CH2:28][CH2:27][NH:26][CH2:25]3)=[CH:22][CH:23]=2)[CH2:15][CH2:16]1)(=[O:10])[CH3:9]. (2) Given the reactants [F:1][C:2]1[S:6][C:5]([C:7](=[O:9])[CH3:8])=[CH:4][CH:3]=1.C(N(C(C)C)CC)(C)C.FC(F)(F)S(O[Si](C)(C)C)(=O)=O.[Br:31]N1C(=O)CCC1=O.C(=O)(O)[O-].[Na+], predict the reaction product. The product is: [Br:31][CH2:8][C:7]([C:5]1[S:6][C:2]([F:1])=[CH:3][CH:4]=1)=[O:9]. (3) Given the reactants [CH3:1][C:2]([CH3:13])([C:7]1[CH:12]=[CH:11][CH:10]=[CH:9][CH:8]=1)[CH2:3][C:4]([OH:6])=[O:5].C(=O)=O.CC(C)=O.C([N-]C(C)C)(C)C.[Li+].CN1CCCN(C)C1=O.[CH2:38](Br)[C:39]1[CH:44]=[CH:43][CH:42]=[CH:41][CH:40]=1, predict the reaction product. The product is: [CH2:38]([CH:3]([C:2]([CH3:13])([C:7]1[CH:12]=[CH:11][CH:10]=[CH:9][CH:8]=1)[CH3:1])[C:4]([OH:6])=[O:5])[C:39]1[CH:44]=[CH:43][CH:42]=[CH:41][CH:40]=1. (4) The product is: [F:25][C:24]([F:27])([F:26])[C:22]([OH:28])=[O:23].[NH:8]1[CH2:9][CH2:10][CH:11]([C:14]#[C:15][CH2:16][O:17][S:18]([CH3:21])(=[O:20])=[O:19])[CH2:12][CH2:13]1. Given the reactants C(OC([N:8]1[CH2:13][CH2:12][CH:11]([C:14]#[C:15][CH2:16][O:17][S:18]([CH3:21])(=[O:20])=[O:19])[CH2:10][CH2:9]1)=O)(C)(C)C.[C:22]([OH:28])([C:24]([F:27])([F:26])[F:25])=[O:23], predict the reaction product.